From a dataset of Cav3 T-type calcium channel HTS with 100,875 compounds. Binary Classification. Given a drug SMILES string, predict its activity (active/inactive) in a high-throughput screening assay against a specified biological target. The compound is S(=O)(=O)(c1nc(c2cc(OC)c(OC)cc2)cc(n1)C(F)(F)F)C. The result is 0 (inactive).